From a dataset of Full USPTO retrosynthesis dataset with 1.9M reactions from patents (1976-2016). Predict the reactants needed to synthesize the given product. (1) Given the product [S:1]1[C:5]2[CH:6]=[CH:7][CH:8]=[CH:9][C:4]=2[N:3]=[C:2]1[NH:10][C:11]1[O:31][C@:16]2([CH2:35][N:34]3[CH2:36][C@@H:19]2[CH2:18][CH2:20][CH2:33]3)[CH2:17][N:13]=1, predict the reactants needed to synthesize it. The reactants are: [S:1]1[C:5]2[CH:6]=[CH:7][CH:8]=[CH:9][C:4]=2[N:3]=[C:2]1[NH:10][C:11]([N:13]1[CH:17]=[CH:16]N=C1)=S.[CH:18](N=C=NC(C)C)([CH3:20])[CH3:19].C(Cl)(Cl)Cl.[OH2:31].Cl.[CH3:33][N:34]([CH:36]=O)[CH3:35]. (2) Given the product [CH3:22][C:18]1[CH:19]=[CH:20][CH:21]=[C:12]([CH2:11][O:10][C@@H:6]2[CH2:7][CH2:8][CH2:9][C@H:4]([O:3][CH2:41][C:24]3[N:25]=[C:26]([C:30]4[CH:39]=[CH:38][C:37]5[C:32](=[CH:33][CH:34]=[CH:35][CH:36]=5)[CH:31]=4)[O:27][C:28]=3[CH3:29])[CH2:5]2)[C:13]=1[C:14]([O:16][CH3:17])=[O:15], predict the reactants needed to synthesize it. The reactants are: [H-].[Na+].[OH:3][C@H:4]1[CH2:9][CH2:8][CH2:7][C@@H:6]([O:10][CH2:11][C:12]2[CH:21]=[CH:20][CH:19]=[C:18]([CH3:22])[C:13]=2[C:14]([O:16][CH3:17])=[O:15])[CH2:5]1.I[C:24]1[NH:25][C:26](C)([C:30]2[CH:39]=[CH:38][C:37]3[C:32](=[CH:33][CH:34]=[CH:35][CH:36]=3)[CH:31]=2)[O:27][C:28]=1[CH3:29].[C:41](OC)(C)(C)C. (3) Given the product [CH3:41][S:38]([C:35]1[CH:36]=[CH:37][C:32]([C:2]2[CH:3]=[C:4]3[C:8](=[CH:9][CH:10]=2)[N:7]([CH:11]2[CH2:16][CH2:15][N:14]([C:17]([O:19][C:20]([CH3:23])([CH3:21])[CH3:22])=[O:18])[CH2:13][CH2:12]2)[CH:6]=[CH:5]3)=[CH:33][CH:34]=1)(=[O:40])=[O:39], predict the reactants needed to synthesize it. The reactants are: Br[C:2]1[CH:3]=[C:4]2[C:8](=[CH:9][CH:10]=1)[N:7]([CH:11]1[CH2:16][CH2:15][N:14]([C:17]([O:19][C:20]([CH3:23])([CH3:22])[CH3:21])=[O:18])[CH2:13][CH2:12]1)[CH:6]=[CH:5]2.CC1(C)C(C)(C)OB([C:32]2[CH:37]=[CH:36][C:35]([S:38]([CH3:41])(=[O:40])=[O:39])=[CH:34][CH:33]=2)O1. (4) Given the product [OH:10][C:9]1[C:8]2[C:7](=[CH:16][CH:15]=[CH:14][CH:13]=2)[NH:6][C:5]=1[C:4]([O:3][CH2:1][CH3:2])=[O:17], predict the reactants needed to synthesize it. The reactants are: [CH2:1]([O:3][C:4](=[O:17])[CH2:5][NH:6][C:7]1[CH:16]=[CH:15][CH:14]=[CH:13][C:8]=1[C:9](OC)=[O:10])[CH3:2].[Na]. (5) Given the product [OH:41][CH2:40][C:39]([NH:38][C:34]([CH:16]1[CH:15]([C:11]2[CH:12]=[CH:13][CH:14]=[C:9]([Cl:8])[C:10]=2[F:37])[C:19]([C:22]2[CH:23]=[CH:24][C:25]([Cl:28])=[CH:26][CH:27]=2)([C:20]#[N:21])[CH:18]([CH2:29][C:30]([CH3:32])([CH3:31])[CH3:33])[NH:17]1)=[O:35])([CH3:43])[CH3:42], predict the reactants needed to synthesize it. The reactants are: FC(F)(F)C(O)=O.[Cl:8][C:9]1[C:10]([F:37])=[C:11]([CH:15]2[C:19]([C:22]3[CH:27]=[CH:26][C:25]([Cl:28])=[CH:24][CH:23]=3)([C:20]#[N:21])[CH:18]([CH2:29][C:30]([CH3:33])([CH3:32])[CH3:31])[NH:17][CH:16]2[C:34](O)=[O:35])[CH:12]=[CH:13][CH:14]=1.[NH2:38][C:39]([CH3:43])([CH3:42])[CH2:40][OH:41].CN(C(ON1N=NC2C=CC=NC1=2)=[N+](C)C)C.F[P-](F)(F)(F)(F)F.CCN(C(C)C)C(C)C. (6) Given the product [C:14]([C:18]1[CH:23]=[CH:22][CH:21]=[CH:20][C:19]=1[C:2]1[CH:7]=[C:6]([C:8]2[CH:13]=[CH:12][CH:11]=[CH:10][CH:9]=2)[N:5]=[CH:4][N:3]=1)([CH3:17])([CH3:16])[CH3:15], predict the reactants needed to synthesize it. The reactants are: Cl[C:2]1[CH:7]=[C:6]([C:8]2[CH:13]=[CH:12][CH:11]=[CH:10][CH:9]=2)[N:5]=[CH:4][N:3]=1.[C:14]([C:18]1[CH:23]=[CH:22][CH:21]=[CH:20][C:19]=1B(O)O)([CH3:17])([CH3:16])[CH3:15].P([O-])([O-])([O-])=O.[K+].[K+].[K+].COC1C=CC=C(OC)C=1P(C1C(OC)=CC=CC=1OC)C1C(OC)=CC=CC=1OC.C1(P(C2CCCCC2)C2C=CC=CC=2C2C(OC)=CC=CC=2OC)CCCCC1. (7) Given the product [F:26][C:25]1[CH:24]=[CH:23][C:16]([C:17]([N:19]([O:21][CH3:22])[CH3:20])=[O:18])=[CH:15][C:14]=1[I:6], predict the reactants needed to synthesize it. The reactants are: Cl.N([O-])=O.[Na+].[I-:6].[K+].S([O-])(O)=O.[Na+].N[C:14]1[CH:15]=[C:16]([CH:23]=[CH:24][C:25]=1[F:26])[C:17]([N:19]([O:21][CH3:22])[CH3:20])=[O:18]. (8) The reactants are: [C:1]1([C:7]2(O)[CH2:12][CH2:11][CH2:10][CH2:9][CH2:8]2)[CH:6]=[CH:5][CH:4]=[CH:3][CH:2]=1. Given the product [C:1]1([C:7]2[CH2:12][CH2:11][CH2:10][CH2:9][CH:8]=2)[CH:6]=[CH:5][CH:4]=[CH:3][CH:2]=1, predict the reactants needed to synthesize it. (9) Given the product [C:1]1([CH:7]([C:8]2[CH:13]=[CH:12][CH:11]=[CH:10][CH:9]=2)[N:14]2[CH2:15][CH:16]([CH:18]([C:23]3[CH:24]=[C:25]([C:26]4[NH:34][N:33]=[N:32][N:27]=4)[CH:28]=[C:29]([F:31])[CH:30]=3)[C:19]([F:22])([CH3:21])[CH3:20])[CH2:17]2)[CH:2]=[CH:3][CH:4]=[CH:5][CH:6]=1, predict the reactants needed to synthesize it. The reactants are: [C:1]1([CH:7]([N:14]2[CH2:17][CH:16]([CH:18]([C:23]3[CH:24]=[C:25]([CH:28]=[C:29]([F:31])[CH:30]=3)[C:26]#[N:27])[C:19]([F:22])([CH3:21])[CH3:20])[CH2:15]2)[C:8]2[CH:13]=[CH:12][CH:11]=[CH:10][CH:9]=2)[CH:6]=[CH:5][CH:4]=[CH:3][CH:2]=1.[N-:32]=[N+:33]=[N-:34].[Na+].[Cl-].[NH4+].